This data is from Reaction yield outcomes from USPTO patents with 853,638 reactions. The task is: Predict the reaction yield, written as a fraction of the theoretical maximum amount of product (1.0 means a 100% yield; for example, 0.34 means a 34% yield). (1) The reactants are [NH2:1][C:2]1[CH:3]=[CH:4][C:5]([CH3:22])=[C:6]([C:8]2[CH:9]=[C:10]([N:16]3[CH2:21][CH2:20][O:19][CH2:18][CH2:17]3)[C:11](=[O:15])[N:12]([CH3:14])[CH:13]=2)[CH:7]=1.Br[C:24]1[CH:25]=[C:26]([C:33]([F:36])([F:35])[F:34])[C:27](=[O:32])[N:28]([CH2:30][CH3:31])[CH:29]=1.C(Cl)Cl.C1CCN2C(=NCCC2)CC1.C1C[O:54][CH2:53]C1. The catalyst is C1C=CC(P(C2C=CC=CC=2)[C-]2C=CC=C2)=CC=1.C1C=CC(P(C2C=CC=CC=2)[C-]2C=CC=C2)=CC=1.Cl[Pd]Cl.[Fe+2]. The product is [CH2:30]([N:28]1[C:27](=[O:32])[C:26]([C:33]([F:36])([F:35])[F:34])=[CH:25][C:24]([C:53]([NH:1][C:2]2[CH:3]=[CH:4][C:5]([CH3:22])=[C:6]([C:8]3[CH:9]=[C:10]([N:16]4[CH2:17][CH2:18][O:19][CH2:20][CH2:21]4)[C:11](=[O:15])[N:12]([CH3:14])[CH:13]=3)[CH:7]=2)=[O:54])=[CH:29]1)[CH3:31]. The yield is 0.150. (2) The reactants are C([N:11]1[CH2:16][CH2:15][NH:14][C@@H:13]([C:17]([OH:19])=O)[CH2:12]1)(OCC1C=CC=CC=1)=O.[Cl:20][C:21]1[CH:26]=[C:25]([N+:27]([O-])=O)[CH:24]=[C:23](F)[C:22]=1[Cl:31].O.CN(C)C=O. The catalyst is C(N(CC)CC)C. The product is [Cl:20][C:21]1[CH:26]=[C:25]2[C:24](=[CH:23][C:22]=1[Cl:31])[N:14]1[CH2:15][CH2:16][NH:11][CH2:12][C@@H:13]1[C:17](=[O:19])[NH:27]2. The yield is 0.942. (3) The reactants are [C:1]([C:3]1[C:11]2[CH:10]=[N:9][CH:8]=[N:7][C:6]=2[NH:5][CH:4]=1)#[CH:2]. The catalyst is C(O)C.[OH-].[Pd+2].[OH-]. The product is [CH2:1]([C:3]1[C:11]2[CH:10]=[N:9][CH:8]=[N:7][C:6]=2[NH:5][CH:4]=1)[CH3:2]. The yield is 0.860. (4) The reactants are [F:1][C:2]1[CH:7]=[C:6]([F:8])[CH:5]=[CH:4][C:3]=1[C:9]1[CH:14]=[CH:13][C:12]([S:15]([NH:18][CH:19]2[CH2:24][CH2:23][CH:22]([NH:25][C:26](=O)[C:27]([F:30])([F:29])[F:28])[CH2:21][CH2:20]2)(=[O:17])=[O:16])=[CH:11][CH:10]=1.B.C1COCC1.[NH4+].[Cl-].O. The catalyst is C1COCC1. The product is [F:1][C:2]1[CH:7]=[C:6]([F:8])[CH:5]=[CH:4][C:3]=1[C:9]1[CH:14]=[CH:13][C:12]([S:15]([NH:18][C@H:19]2[CH2:20][CH2:21][C@@H:22]([NH:25][CH2:26][C:27]([F:29])([F:30])[F:28])[CH2:23][CH2:24]2)(=[O:16])=[O:17])=[CH:11][CH:10]=1. The yield is 0.790. (5) The reactants are C[O:2][C:3]([C:5]1([NH:9][S:10]([C:13]2[CH:18]=[CH:17][CH:16]=[CH:15][C:14]=2[N+:19]([O-:21])=[O:20])(=[O:12])=[O:11])[CH2:8][CH2:7][CH2:6]1)=[O:4].C1COCC1.CO.O[Li].O. The catalyst is O. The product is [N+:19]([C:14]1[CH:15]=[CH:16][CH:17]=[CH:18][C:13]=1[S:10]([NH:9][C:5]1([C:3]([OH:4])=[O:2])[CH2:6][CH2:7][CH2:8]1)(=[O:12])=[O:11])([O-:21])=[O:20]. The yield is 0.980. (6) The reactants are [CH3:1][S:2][CH2:3][C:4]1([C:7]([O:9]CC)=[O:8])[CH2:6][CH2:5]1. The catalyst is C(O)C.[OH-].[Na+]. The product is [CH3:1][S:2][CH2:3][C:4]1([C:7]([OH:9])=[O:8])[CH2:6][CH2:5]1. The yield is 0.460. (7) The reactants are [H-].[Na+].[Cl:3][C:4]1[CH:10]=[CH:9][C:7]([NH2:8])=[CH:6][C:5]=1[F:11].F[C:13]1[CH:14]=[N:15][CH:16]=[CH:17][C:18]=1[N+:19]([O-:21])=[O:20]. The catalyst is C1COCC1. The product is [Cl:3][C:4]1[CH:10]=[CH:9][C:7]([NH:8][C:13]2[CH:14]=[N:15][CH:16]=[CH:17][C:18]=2[N+:19]([O-:21])=[O:20])=[CH:6][C:5]=1[F:11]. The yield is 0.220.